This data is from Catalyst prediction with 721,799 reactions and 888 catalyst types from USPTO. The task is: Predict which catalyst facilitates the given reaction. Reactant: [N:1]([CH2:4][CH2:5][CH2:6][CH:7]1[C:16]2[C:11](=[CH:12][C:13]([O:17][CH2:18][O:19][CH3:20])=[CH:14][CH:15]=2)[O:10][CH2:9][C:8]1([C:22]1[CH:27]=[CH:26][C:25]([O:28][CH2:29][O:30][CH3:31])=[CH:24][CH:23]=1)[CH3:21])=[N+]=[N-].C(Cl)(Cl)Cl.O.N. Product: [NH2:1][CH2:4][CH2:5][CH2:6][CH:7]1[C:16]2[C:11](=[CH:12][C:13]([O:17][CH2:18][O:19][CH3:20])=[CH:14][CH:15]=2)[O:10][CH2:9][C:8]1([C:22]1[CH:23]=[CH:24][C:25]([O:28][CH2:29][O:30][CH3:31])=[CH:26][CH:27]=1)[CH3:21]. The catalyst class is: 541.